Task: Regression. Given a peptide amino acid sequence and an MHC pseudo amino acid sequence, predict their binding affinity value. This is MHC class I binding data.. Dataset: Peptide-MHC class I binding affinity with 185,985 pairs from IEDB/IMGT (1) The peptide sequence is RMMGKTNPL. The MHC is HLA-C07:01 with pseudo-sequence HLA-C07:01. The binding affinity (normalized) is 0.0847. (2) The peptide sequence is AALEGLSGF. The MHC is HLA-B57:01 with pseudo-sequence HLA-B57:01. The binding affinity (normalized) is 0.0847.